From a dataset of NCI-60 drug combinations with 297,098 pairs across 59 cell lines. Regression. Given two drug SMILES strings and cell line genomic features, predict the synergy score measuring deviation from expected non-interaction effect. (1) Drug 1: CN(C)C1=NC(=NC(=N1)N(C)C)N(C)C. Drug 2: CC(C1=C(C=CC(=C1Cl)F)Cl)OC2=C(N=CC(=C2)C3=CN(N=C3)C4CCNCC4)N. Cell line: EKVX. Synergy scores: CSS=-5.66, Synergy_ZIP=-0.759, Synergy_Bliss=-6.15, Synergy_Loewe=-15.7, Synergy_HSA=-8.29. (2) Drug 1: CC1=C(C=C(C=C1)C(=O)NC2=CC(=CC(=C2)C(F)(F)F)N3C=C(N=C3)C)NC4=NC=CC(=N4)C5=CN=CC=C5. Drug 2: C1CN1C2=NC(=NC(=N2)N3CC3)N4CC4. Cell line: UO-31. Synergy scores: CSS=22.3, Synergy_ZIP=-7.06, Synergy_Bliss=0.638, Synergy_Loewe=-4.71, Synergy_HSA=-1.08. (3) Drug 1: CC1=C(C(=CC=C1)Cl)NC(=O)C2=CN=C(S2)NC3=CC(=NC(=N3)C)N4CCN(CC4)CCO. Drug 2: CS(=O)(=O)OCCCCOS(=O)(=O)C. Cell line: T-47D. Synergy scores: CSS=17.9, Synergy_ZIP=-6.56, Synergy_Bliss=-1.78, Synergy_Loewe=-11.0, Synergy_HSA=-2.51. (4) Drug 1: CCC1(CC2CC(C3=C(CCN(C2)C1)C4=CC=CC=C4N3)(C5=C(C=C6C(=C5)C78CCN9C7C(C=CC9)(C(C(C8N6C)(C(=O)OC)O)OC(=O)C)CC)OC)C(=O)OC)O.OS(=O)(=O)O. Drug 2: C1C(C(OC1N2C=NC3=C2NC=NCC3O)CO)O. Cell line: U251. Synergy scores: CSS=0.966, Synergy_ZIP=2.09, Synergy_Bliss=2.28, Synergy_Loewe=1.68, Synergy_HSA=-0.300. (5) Drug 1: C1C(C(OC1N2C=C(C(=O)NC2=O)F)CO)O. Drug 2: C(CC(=O)O)C(=O)CN.Cl. Cell line: SNB-75. Synergy scores: CSS=16.9, Synergy_ZIP=-4.95, Synergy_Bliss=-2.29, Synergy_Loewe=-30.0, Synergy_HSA=-0.198.